Dataset: Forward reaction prediction with 1.9M reactions from USPTO patents (1976-2016). Task: Predict the product of the given reaction. (1) Given the reactants [Cl:1][C:2]1[C:11]2[C:10](=[O:12])OC(=O)[N:7]([CH3:14])[C:6]=2[CH:5]=[CH:4][C:3]=1[F:15].[C:16]([C:20]1[CH:37]=[CH:36][C:23]([CH2:24][NH:25][CH2:26][CH2:27][C:28]2[CH:33]=[CH:32][C:31]([Cl:34])=[C:30]([Cl:35])[CH:29]=2)=[CH:22][CH:21]=1)([CH3:19])([CH3:18])[CH3:17], predict the reaction product. The product is: [C:16]([C:20]1[CH:37]=[CH:36][C:23]([CH2:24][N:25]([CH2:26][CH2:27][C:28]2[CH:33]=[CH:32][C:31]([Cl:34])=[C:30]([Cl:35])[CH:29]=2)[C:10](=[O:12])[C:11]2[C:6]([NH:7][CH3:14])=[CH:5][CH:4]=[C:3]([F:15])[C:2]=2[Cl:1])=[CH:22][CH:21]=1)([CH3:19])([CH3:17])[CH3:18]. (2) Given the reactants [NH:1]1[CH2:6][CH2:5][CH:4]([C:7]2[C:15]3[C:10](=[C:11]([C:21]([NH2:23])=[O:22])[CH:12]=[C:13]([C:16]4[CH:20]=[CH:19][S:18][CH:17]=4)[CH:14]=3)[NH:9][CH:8]=2)[CH2:3][CH2:2]1.C(N(CC)CC)C.[Cl:31][CH2:32][CH2:33][S:34](Cl)(=[O:36])=[O:35], predict the reaction product. The product is: [Cl:31][CH2:32][CH2:33][S:34]([N:1]1[CH2:6][CH2:5][CH:4]([C:7]2[C:15]3[C:10](=[C:11]([C:21]([NH2:23])=[O:22])[CH:12]=[C:13]([C:16]4[CH:20]=[CH:19][S:18][CH:17]=4)[CH:14]=3)[NH:9][CH:8]=2)[CH2:3][CH2:2]1)(=[O:36])=[O:35]. (3) Given the reactants C([NH:3][CH:4]([CH:10]([CH3:18])[CH2:11][CH2:12][CH2:13][CH2:14][CH2:15][CH2:16][CH3:17])[C:5]([O:7]CC)=[O:6])=O.Cl.[Cl:20]CCl.CO, predict the reaction product. The product is: [ClH:20].[NH2:3][CH:4]([CH:10]([CH3:18])[CH2:11][CH2:12][CH2:13][CH2:14][CH2:15][CH2:16][CH3:17])[C:5]([OH:7])=[O:6]. (4) Given the reactants [NH2:1][C:2]1[C:3]2[N:10]([C:11]3[CH:16]=[CH:15][C:14]([NH2:17])=[C:13]([O:18][CH3:19])[CH:12]=3)[N:9]=[C:8]([CH:20]3[CH2:25][CH2:24][N:23](C(OC(C)(C)C)=O)[CH2:22][CH2:21]3)[C:4]=2[N:5]=[CH:6][N:7]=1.[C:33]1(N=C=O)[CH:38]=[CH:37][CH:36]=[CH:35][CH:34]=1.NC1C2N(C3C=CC([NH:58][C:59](C4N(C)C5C(C=4)=CC=CC=5)=[O:60])=C(OC)C=3)N=C(C3CCNCC3)C=2N=CN=1.CO[C@@H]1[C@@H](C(OC)=O)[C@@H]2[C@@H](CN3[C@H](C2)C2NC4C=C(OC)C=CC=4C=2CC3)C[C@H]1OC(C1C=C(OC)C(OC)=C(OC)C=1)=O, predict the reaction product. The product is: [NH2:1][C:2]1[C:3]2[N:10]([C:11]3[CH:16]=[CH:15][C:14]([N:17]([C:33]4[CH:38]=[CH:37][CH:36]=[CH:35][CH:34]=4)[C:59]([NH2:58])=[O:60])=[C:13]([O:18][CH3:19])[CH:12]=3)[N:9]=[C:8]([CH:20]3[CH2:21][CH2:22][NH:23][CH2:24][CH2:25]3)[C:4]=2[N:5]=[CH:6][N:7]=1. (5) Given the reactants Cl[C:2]1[N:7]=[C:6]([C:8]2[C:9]([N:28]([CH3:33])[S:29]([CH3:32])(=[O:31])=[O:30])=[CH:10][C:11]3[O:15][C:14]([C:16]4[CH:21]=[CH:20][C:19]([F:22])=[CH:18][CH:17]=4)=[C:13]([C:23]([NH:25][CH3:26])=[O:24])[C:12]=3[CH:27]=2)[CH:5]=[CH:4][C:3]=1[CH2:34]O.[F:36][C:37]1[CH:45]=[CH:44][CH:43]=[C:42]2[C:38]=1[CH:39]=[C:40](B1OC(C)(C)C(C)(C)O1)[NH:41]2.[C:55]([O-:58])([O-])=O.[Cs+].[Cs+], predict the reaction product. The product is: [F:36][C:37]1[CH:45]=[CH:44][CH:43]=[C:42]2[C:38]=1[CH:39]=[C:40]([C:2]1[N:7]=[C:6]([C:8]3[C:9]([N:28]([CH3:33])[S:29]([CH3:32])(=[O:30])=[O:31])=[CH:10][C:11]4[O:15][C:14]([C:16]5[CH:21]=[CH:20][C:19]([F:22])=[CH:18][CH:17]=5)=[C:13]([C:23]([NH:25][CH3:26])=[O:24])[C:12]=4[CH:27]=3)[CH:5]=[CH:4][C:3]=1[CH2:34][CH2:55][OH:58])[NH:41]2.